This data is from Reaction yield outcomes from USPTO patents with 853,638 reactions. The task is: Predict the reaction yield, written as a fraction of the theoretical maximum amount of product (1.0 means a 100% yield; for example, 0.34 means a 34% yield). (1) The reactants are [CH3:1][O:2][C:3]1[CH:4]=[C:5]2[C:10](=[CH:11][CH:12]=1)[C:9](=[O:13])[CH2:8][CH2:7][CH2:6]2.O.[C:15]([OH:19])(=[O:18])[CH:16]=[O:17]. The catalyst is CCOC(C)=O. The product is [OH:17][CH:16]([CH:8]1[CH2:7][CH2:6][C:5]2[C:10](=[CH:11][CH:12]=[C:3]([O:2][CH3:1])[CH:4]=2)[C:9]1=[O:13])[C:15]([OH:19])=[O:18]. The yield is 0.300. (2) The reactants are Br[C:2]1[C:3]([CH3:12])=[N:4][C:5]([O:10][CH3:11])=[C:6]([CH2:8][CH3:9])[CH:7]=1.C(=O)([O-])[O-].[K+].[K+].[OH-].[Na+].[NH:21]1[CH:25]=[CH:24][N:23]=[CH:22]1. The catalyst is [Cu](I)I. The product is [CH2:8]([C:6]1[C:5]([O:10][CH3:11])=[N:4][C:3]([CH3:12])=[C:2]([N:21]2[CH:25]=[CH:24][N:23]=[CH:22]2)[CH:7]=1)[CH3:9]. The yield is 0.140. (3) The reactants are [C:1]([NH:4][C@@H:5]([CH3:17])[C:6]([N:8]1[CH2:12][C@H:11]([OH:13])[CH2:10][C@H:9]1[C:14]([OH:16])=O)=[O:7])(=[O:3])[CH3:2].[C:18]1([CH2:24][CH2:25][NH2:26])[CH:23]=[CH:22][CH:21]=[CH:20][CH:19]=1.CCN(C(C)C)C(C)C.CN(C(ON1N=NC2C=CC=NC1=2)=[N+](C)C)C.F[P-](F)(F)(F)(F)F. The catalyst is CN(C=O)C. The product is [C:1]([NH:4][C@@H:5]([CH3:17])[C:6]([N:8]1[CH2:12][C@H:11]([OH:13])[CH2:10][C@H:9]1[C:14]([NH:26][CH2:25][CH2:24][C:18]1[CH:23]=[CH:22][CH:21]=[CH:20][CH:19]=1)=[O:16])=[O:7])(=[O:3])[CH3:2]. The yield is 0.720. (4) The reactants are C(OC([C:6]1[NH:7][C:8]([CH3:18])=[C:9]([CH2:12][CH2:13][C:14]([O:16]C)=[O:15])[C:10]=1[CH3:11])=O)C.[OH-].[Na+]. The catalyst is Cl. The product is [CH3:18][C:8]1[NH:7][CH:6]=[C:10]([CH3:11])[C:9]=1[CH2:12][CH2:13][C:14]([OH:16])=[O:15]. The yield is 0.490. (5) The reactants are [Cl:1][C:2]1[C:10]2[NH:9][N:8]=[CH:7][C:6]=2[C:5]2[CH2:11][N:12]([CH2:28][C:29]([F:32])([F:31])[F:30])[C:13](=[O:27])[C@H:14]([NH:16]C(=O)OCC3C=CC=CC=3)[CH2:15][C:4]=2[CH:3]=1.C1(OC)C=CC=CC=1.CS(O)(=O)=O.C(OCC)C. The catalyst is ClCCl. The product is [NH2:16][C@H:14]1[C:13](=[O:27])[N:12]([CH2:28][C:29]([F:30])([F:32])[F:31])[CH2:11][C:5]2[C:6]3[CH:7]=[N:8][NH:9][C:10]=3[C:2]([Cl:1])=[CH:3][C:4]=2[CH2:15]1. The yield is 0.780. (6) The reactants are FC(F)(F)C(O)=O.[CH3:8][O:9][C:10]1[CH:55]=[CH:54][C:13]([CH2:14][N:15]([CH2:45][C:46]2[CH:51]=[CH:50][C:49]([O:52][CH3:53])=[CH:48][CH:47]=2)[C:16]2[N:21]=[C:20]([CH3:22])[N:19]=[C:18]([C:23]3[CH:24]=[C:25]([C@H:30]([N:32]4[CH2:37][CH2:36][N:35](C(OC(C)(C)C)=O)[CH2:34][CH2:33]4)[CH3:31])[CH:26]=[N:27][C:28]=3[F:29])[N:17]=2)=[CH:12][CH:11]=1.C(=O)(O)[O-].[Na+].C(N(CC)CC)C.[CH3:68][S:69](Cl)(=[O:71])=[O:70]. The catalyst is C(Cl)Cl.O. The product is [F:29][C:28]1[C:23]([C:18]2[N:19]=[C:20]([CH3:22])[N:21]=[C:16]([N:15]([CH2:45][C:46]3[CH:51]=[CH:50][C:49]([O:52][CH3:53])=[CH:48][CH:47]=3)[CH2:14][C:13]3[CH:54]=[CH:55][C:10]([O:9][CH3:8])=[CH:11][CH:12]=3)[N:17]=2)=[CH:24][C:25]([C@H:30]([N:32]2[CH2:37][CH2:36][N:35]([S:69]([CH3:68])(=[O:71])=[O:70])[CH2:34][CH2:33]2)[CH3:31])=[CH:26][N:27]=1. The yield is 0.930.